Dataset: Full USPTO retrosynthesis dataset with 1.9M reactions from patents (1976-2016). Task: Predict the reactants needed to synthesize the given product. (1) Given the product [CH:29]1([CH2:35][N:1]2[C:5]3=[N:6][CH:7]=[CH:8][CH:9]=[C:4]3[C:3]([C:10]3[N:15]=[C:14]([NH2:16])[C:13]([C:17]4[CH:18]=[CH:19][N:20]=[CH:21][CH:22]=4)=[CH:12][N:11]=3)=[N:2]2)[CH2:34][CH2:33][CH2:32][CH2:31][CH2:30]1, predict the reactants needed to synthesize it. The reactants are: [NH:1]1[C:5]2=[N:6][CH:7]=[CH:8][CH:9]=[C:4]2[C:3]([C:10]2[N:15]=[C:14]([NH2:16])[C:13]([C:17]3[CH:22]=[CH:21][N:20]=[CH:19][CH:18]=3)=[CH:12][N:11]=2)=[N:2]1.C(=O)([O-])[O-].[Cs+].[Cs+].[CH:29]1([CH2:35]Br)[CH2:34][CH2:33][CH2:32][CH2:31][CH2:30]1.O. (2) Given the product [NH2:6][C:5]1[CH:7]=[CH:8][N:1]([CH:26]2[C:27]([O:28][C:29](=[O:36])[C:30]3[CH:35]=[CH:34][CH:33]=[CH:32][CH:31]=3)([CH3:59])[CH:37]([O:38][C:39](=[O:46])[C:40]3[CH:45]=[CH:44][CH:43]=[CH:42][CH:41]=3)[CH:47]([CH2:49][O:50][C:51](=[O:58])[C:52]3[CH:57]=[CH:56][CH:55]=[CH:54][CH:53]=3)[O:48]2)[C:2](=[O:3])[N:4]=1, predict the reactants needed to synthesize it. The reactants are: [NH:1]1[CH:8]=[CH:7][C:5]([NH2:6])=[N:4][C:2]1=[O:3].Cl[Sn](Cl)(Cl)Cl.C(#N)C.C(O[C@@H:26]1[O:48][C@H:47]([CH2:49][O:50][C:51](=[O:58])[C:52]2[CH:57]=[CH:56][CH:55]=[CH:54][CH:53]=2)[C@@H:37]([O:38][C:39](=[O:46])[C:40]2[CH:45]=[CH:44][CH:43]=[CH:42][CH:41]=2)[C@@:27]1([CH3:59])[O:28][C:29](=[O:36])[C:30]1[CH:35]=[CH:34][CH:33]=[CH:32][CH:31]=1)(=O)C1C=CC=CC=1.